Dataset: Full USPTO retrosynthesis dataset with 1.9M reactions from patents (1976-2016). Task: Predict the reactants needed to synthesize the given product. (1) Given the product [CH:14]([O:17][C:18]([N:20]1[CH2:26][CH2:25][CH2:24][C:23](=[O:27])[C:22]2[CH:28]=[CH:29][C:30]([CH3:1])=[C:31]([CH3:32])[C:21]1=2)=[O:19])([CH3:16])[CH3:15], predict the reactants needed to synthesize it. The reactants are: [C:1](=O)([O-])[O-].[Cs+].[Cs+].CB(O)O.ClCCl.[CH:14]([O:17][C:18]([N:20]1[CH2:26][CH2:25][CH2:24][C:23](=[O:27])[C:22]2[CH:28]=[CH:29][C:30](Br)=[C:31]([CH3:32])[C:21]1=2)=[O:19])([CH3:16])[CH3:15]. (2) Given the product [Cl:15][C:16]1[CH:21]=[C:20]([Cl:22])[CH:19]=[CH:18][C:17]=1[N:23]1[C:4]2[CH2:5][CH2:6][N:1]([N:9]3[CH2:14][CH2:13][CH2:12][CH2:11][CH2:10]3)[C:2](=[O:8])[C:3]=2[C:25]([CH3:27])=[CH:24]1, predict the reactants needed to synthesize it. The reactants are: [N:1]1([N:9]2[CH2:14][CH2:13][CH2:12][CH2:11][CH2:10]2)[CH2:6][CH2:5][C:4](=O)[CH2:3][C:2]1=[O:8].[Cl:15][C:16]1[CH:21]=[C:20]([Cl:22])[CH:19]=[CH:18][C:17]=1[NH:23][CH2:24][C:25]([CH3:27])=O.C1(C)C=CC(S(O)(=O)=O)=CC=1.